This data is from Clinical trial toxicity outcomes and FDA approval status for drugs. The task is: Regression/Classification. Given a drug SMILES string, predict its toxicity properties. Task type varies by dataset: regression for continuous values (e.g., LD50, hERG inhibition percentage) or binary classification for toxic/non-toxic outcomes (e.g., AMES mutagenicity, cardiotoxicity, hepatotoxicity). Dataset: clintox. (1) The compound is CN/C(=C\[N+](=O)[O-])[NH2+]CCSCc1csc(C[NH+](C)C)n1. The result is 0 (passed clinical trial). (2) The molecule is N#C[Fe-2](C#N)(C#N)(C#N)(C#N)N=O. The result is 0 (passed clinical trial). (3) The compound is O=C([O-])CCCCCCCC(=O)[O-]. The result is 0 (passed clinical trial). (4) The compound is Cc1cnc(C(=O)NCCc2ccc(S(=O)(=O)[N-]C(=O)NC3CCCCC3)cc2)cn1. The result is 0 (passed clinical trial).